This data is from Full USPTO retrosynthesis dataset with 1.9M reactions from patents (1976-2016). The task is: Predict the reactants needed to synthesize the given product. (1) Given the product [F:1][C:2]1[CH:3]=[C:4]([CH3:24])[C:5]([NH:8][CH2:9][C@@H:10]2[CH2:15][CH2:14][C@H:13]([CH3:16])[CH2:12][NH:11]2)=[N:6][CH:7]=1, predict the reactants needed to synthesize it. The reactants are: [F:1][C:2]1[CH:3]=[C:4]([CH3:24])[C:5]([NH:8][CH2:9][C@@H:10]2[CH2:15][CH2:14][C@H:13]([CH3:16])[CH2:12][N:11]2C(OC(C)(C)C)=O)=[N:6][CH:7]=1.C(O)(C(F)(F)F)=O. (2) Given the product [C:1]([NH:5][S:6]([C:9]1[CH:14]=[CH:13][CH:12]=[C:11]([C:15]2[N:23]3[C:18]([CH:19]=[N:20][C:21]([NH:25][C:26]4[CH:27]=[CH:28][C:29]5[N:33]=[C:32]([CH2:34][OH:35])[NH:31][C:30]=5[CH:36]=4)=[N:22]3)=[CH:17][CH:16]=2)[CH:10]=1)(=[O:8])=[O:7])([CH3:4])([CH3:2])[CH3:3], predict the reactants needed to synthesize it. The reactants are: [C:1]([NH:5][S:6]([C:9]1[CH:14]=[CH:13][CH:12]=[C:11]([C:15]2[N:23]3[C:18]([CH:19]=[N:20][C:21](O)=[N:22]3)=[CH:17][CH:16]=2)[CH:10]=1)(=[O:8])=[O:7])([CH3:4])([CH3:3])[CH3:2].[NH2:25][C:26]1[CH:27]=[CH:28][C:29]2[N:33]=[C:32]([CH2:34][OH:35])[NH:31][C:30]=2[CH:36]=1.C1(N)C(F)=C(F)C(F)=C(N)C=1F.Cl.Cl.